Dataset: HIV replication inhibition screening data with 41,000+ compounds from the AIDS Antiviral Screen. Task: Binary Classification. Given a drug SMILES string, predict its activity (active/inactive) in a high-throughput screening assay against a specified biological target. (1) The result is 0 (inactive). The compound is C=CCC1(C(C)C(O)c2cc(OC)c(OC)c(OC)c2)CC(O)C=CC12OCCO2. (2) The compound is Cc1cc2c(cc1C)C(=O)C1(C2)Cc2cc3c(cc2C1=O)CCC3. The result is 0 (inactive).